This data is from Full USPTO retrosynthesis dataset with 1.9M reactions from patents (1976-2016). The task is: Predict the reactants needed to synthesize the given product. (1) Given the product [CH3:13][O:14][CH2:15][C@@H:16]([NH:17][CH2:2][C:3]1[CH:4]=[C:5]([CH:10]=[CH:11][CH:12]=1)[C:6]([O:8][CH3:9])=[O:7])[C:18]1[CH:23]=[CH:22][CH:21]=[CH:20][CH:19]=1, predict the reactants needed to synthesize it. The reactants are: Br[CH2:2][C:3]1[CH:4]=[C:5]([CH:10]=[CH:11][CH:12]=1)[C:6]([O:8][CH3:9])=[O:7].[CH3:13][O:14][CH2:15][C@H:16]([C:18]1[CH:23]=[CH:22][CH:21]=[CH:20][CH:19]=1)[NH2:17].C([O-])([O-])=O.[K+].[K+]. (2) The reactants are: [CH2:1]([N:8]1[CH2:13][CH2:12][N:11](C(=O)COC)[CH2:10][CH2:9]1)[C:2]1[CH:7]=[CH:6][CH:5]=[CH:4][CH:3]=1.[CH3:19][Mg]Br.[CH2:22]1[CH2:26][O:25][CH2:24][CH2:23]1. Given the product [CH2:1]([N:8]1[CH2:13][CH2:12][N:11]([C:22]([CH3:23])([CH3:19])[CH2:26][O:25][CH3:24])[CH2:10][CH2:9]1)[C:2]1[CH:3]=[CH:4][CH:5]=[CH:6][CH:7]=1, predict the reactants needed to synthesize it.